This data is from Peptide-MHC class I binding affinity with 185,985 pairs from IEDB/IMGT. The task is: Regression. Given a peptide amino acid sequence and an MHC pseudo amino acid sequence, predict their binding affinity value. This is MHC class I binding data. (1) The peptide sequence is YLLFASMGFK. The MHC is HLA-A11:01 with pseudo-sequence HLA-A11:01. The binding affinity (normalized) is 0.592. (2) The peptide sequence is QEWERKVDFL. The MHC is Mamu-B01 with pseudo-sequence Mamu-B01. The binding affinity (normalized) is 0. (3) The peptide sequence is ISEPTIHLV. The MHC is HLA-A01:01 with pseudo-sequence HLA-A01:01. The binding affinity (normalized) is 0.405. (4) The peptide sequence is LPPVVAKEI. The MHC is HLA-A03:01 with pseudo-sequence HLA-A03:01. The binding affinity (normalized) is 0.